This data is from Plasma protein binding rate (PPBR) regression data from AstraZeneca. The task is: Regression/Classification. Given a drug SMILES string, predict its absorption, distribution, metabolism, or excretion properties. Task type varies by dataset: regression for continuous measurements (e.g., permeability, clearance, half-life) or binary classification for categorical outcomes (e.g., BBB penetration, CYP inhibition). For this dataset (ppbr_az), we predict Y. (1) The drug is CC(C)(C)S(=O)(=O)N[C@H]1CC[C@H](C(=O)Nc2ccc(C(F)(F)F)cn2)CC1. The Y is 95.9 %. (2) The molecule is CC(=O)Nc1ccc2c(c1)N(c1cc(NC3CC3)n3ncc(C#N)c3n1)CC2. The Y is 97.5 %. (3) The molecule is C[S+]([O-])Cc1ccc(C(=O)Nc2cccnc2C(=O)NCC2CCC2)c2ccccc12. The Y is 98.7 %. (4) The molecule is CS(=O)(=O)c1ccc(C2=C(c3ccccc3)C(=O)OC2)cc1. The Y is 93.1 %.